This data is from Full USPTO retrosynthesis dataset with 1.9M reactions from patents (1976-2016). The task is: Predict the reactants needed to synthesize the given product. (1) The reactants are: C(OC1C(C(O)=O)=NC(CC2([C:2]3[CH:7]=[CH:6][CH:5]=[CH:4][CH:3]=3)CCCC2)=NC=1O)[C:2]1[CH:7]=[CH:6][CH:5]=[CH:4][CH:3]=1.[Si](OCCNC)(C(C)(C)C)(C)C.[Si:43]([O:50][CH2:51][CH2:52][N:53]([CH3:84])[C:54]([C:56]1[C:61]([O:62][CH2:63][C:64]2[CH:69]=[CH:68][CH:67]=[CH:66][CH:65]=2)=[C:60]([OH:70])[N:59]=[C:58]([CH2:71][C:72]2[CH:77]=[CH:76][CH:75]=[CH:74]C=2C2C=CC=CC=2)[N:57]=1)=[O:55])([C:46]([CH3:49])([CH3:48])[CH3:47])([CH3:45])[CH3:44]. Given the product [Si:43]([O:50][CH2:51][CH2:52][N:53]([CH3:84])[C:54]([C:56]1[C:61]([O:62][CH2:63][C:64]2[CH:69]=[CH:68][CH:67]=[CH:66][CH:65]=2)=[C:60]([OH:70])[N:59]=[C:58]([CH2:71][C:72]2([C:2]3[CH:7]=[CH:6][CH:5]=[CH:4][CH:3]=3)[CH2:74][CH2:75][CH2:76][CH2:77]2)[N:57]=1)=[O:55])([C:46]([CH3:49])([CH3:48])[CH3:47])([CH3:44])[CH3:45], predict the reactants needed to synthesize it. (2) Given the product [Cl:1][C:2]1[CH:3]=[C:4]([C:13]2[O:17][N:16]=[C:15]([C:18]3[CH:27]=[CH:26][CH:25]=[C:24]4[C:19]=3[CH:20]=[CH:21][N:22]=[C:23]4[CH2:28][CH2:29][C:30]([OH:32])=[O:31])[N:14]=2)[CH:5]=[CH:6][C:7]=1[O:8][CH2:9][CH:10]1[CH2:11][CH2:12]1, predict the reactants needed to synthesize it. The reactants are: [Cl:1][C:2]1[CH:3]=[C:4]([C:13]2[O:17][N:16]=[C:15]([C:18]3[CH:27]=[CH:26][CH:25]=[C:24]4[C:19]=3[CH:20]=[CH:21][N:22]=[C:23]4[CH2:28][CH2:29][C:30]([O:32]C(C)(C)C)=[O:31])[N:14]=2)[CH:5]=[CH:6][C:7]=1[O:8][CH2:9][CH:10]1[CH2:12][CH2:11]1. (3) Given the product [Br:24][C:17]1[CH:18]=[CH:19][C:20]2[C:21]3[C:13](=[CH:12][C:11]([N:6]4[CH2:7][CH:8]5[CH:4]([CH2:3][N:2]([CH3:1])[CH2:9]5)[CH2:5]4)=[CH:23][CH:22]=3)[C:14](=[O:25])[C:15]=2[CH:16]=1, predict the reactants needed to synthesize it. The reactants are: [CH3:1][N:2]1[CH2:9][CH:8]2[CH:4]([CH2:5][NH:6][CH2:7]2)[CH2:3]1.Br[C:11]1[CH:23]=[CH:22][C:21]2[C:20]3[C:15](=[CH:16][C:17]([Br:24])=[CH:18][CH:19]=3)[C:14](=[O:25])[C:13]=2[CH:12]=1.C1(P(C2C=CC=CC=2)C2C=CC3C(=CC=CC=3)C=2C2C3C(=CC=CC=3)C=CC=2P(C2C=CC=CC=2)C2C=CC=CC=2)C=CC=CC=1.CC(C)([O-])C.[Na+]. (4) Given the product [O:4]=[C:3]1[CH2:2][O:19][C:7]2[CH:8]=[C:9]([CH:12]([CH3:18])[C:13]([O:15][CH2:16][CH3:17])=[O:14])[CH:10]=[CH:11][C:6]=2[NH:5]1, predict the reactants needed to synthesize it. The reactants are: Cl[CH2:2][C:3]([NH:5][C:6]1[CH:11]=[CH:10][C:9]([CH:12]([CH3:18])[C:13]([O:15][CH2:16][CH3:17])=[O:14])=[CH:8][C:7]=1[OH:19])=[O:4].C(=O)([O-])[O-].[K+].[K+]. (5) The reactants are: Cl[C:2]1[N:3]=[C:4]([N:13]2[CH2:18][CH2:17][O:16][CH2:15][CH2:14]2)[C:5]2[S:10][C:9](I)=[C:8]([CH3:12])[C:6]=2[N:7]=1.[CH3:19][S:20]([C:23]1[CH:24]=[C:25](B(O)O)[CH:26]=[CH:27][CH:28]=1)(=[O:22])=[O:21].CC1(C)C(C)(C)OB([C:40]2[CH:41]=[N:42][C:43]([NH2:46])=[N:44][CH:45]=2)O1. Given the product [CH3:12][C:8]1[C:6]2[N:7]=[C:2]([C:40]3[CH:41]=[N:42][C:43]([NH2:46])=[N:44][CH:45]=3)[N:3]=[C:4]([N:13]3[CH2:18][CH2:17][O:16][CH2:15][CH2:14]3)[C:5]=2[S:10][C:9]=1[C:27]1[CH:26]=[CH:25][CH:24]=[C:23]([S:20]([CH3:19])(=[O:22])=[O:21])[CH:28]=1, predict the reactants needed to synthesize it. (6) Given the product [NH:5]1[C:9]2[CH:10]=[CH:11][C:12]([C:14]([O:16][CH3:17])=[O:15])=[CH:13][C:8]=2[N:7]=[CH:6]1, predict the reactants needed to synthesize it. The reactants are: S(Cl)(Cl)=O.[NH:5]1[C:9]2[CH:10]=[CH:11][C:12]([C:14]([OH:16])=[O:15])=[CH:13][C:8]=2[N:7]=[CH:6]1.[CH3:17]O. (7) Given the product [F:22][C:2]([F:1])([F:21])[C:3]1[CH:4]=[CH:5][C:6]2[O:10][N:9]=[C:8]([NH:11][CH2:12][C:13]([OH:15])=[O:14])[C:7]=2[CH:20]=1, predict the reactants needed to synthesize it. The reactants are: [F:1][C:2]([F:22])([F:21])[C:3]1[CH:4]=[CH:5][C:6]2[O:10][N:9]=[C:8]([NH:11][CH2:12][C:13]([O:15]C(C)(C)C)=[O:14])[C:7]=2[CH:20]=1.FC(F)(F)C(O)=O. (8) Given the product [Br:1][C:2]1[CH:3]=[CH:4]/[C:5](=[N:8]\[C:9](=[O:11])[CH3:10])/[N:6]([CH:13]([F:15])[F:14])[CH:7]=1, predict the reactants needed to synthesize it. The reactants are: [Br:1][C:2]1[CH:3]=[CH:4][C:5]([NH:8][C:9](=[O:11])[CH3:10])=[N:6][CH:7]=1.Cl[C:13](C(O[Na])=O)([F:15])[F:14].C1OCCOCCOCCOCCOCCOC1.